This data is from Forward reaction prediction with 1.9M reactions from USPTO patents (1976-2016). The task is: Predict the product of the given reaction. (1) Given the reactants CON(C)[C:4]([C:6]1[N:7]=[CH:8][N:9]([C:11]2[CH:12]=[C:13]([C:17]3[CH:22]=[CH:21][CH:20]=[CH:19][CH:18]=3)[CH:14]=[CH:15][CH:16]=2)[CH:10]=1)=[O:5].Br[C:25]1[CH:30]=[CH:29][C:28]([F:31])=[CH:27][CH:26]=1, predict the reaction product. The product is: [C:13]1([C:17]2[CH:18]=[CH:19][CH:20]=[CH:21][CH:22]=2)[CH:14]=[CH:15][CH:16]=[C:11]([N:9]2[CH:10]=[C:6]([C:4]([C:25]3[CH:30]=[CH:29][C:28]([F:31])=[CH:27][CH:26]=3)=[O:5])[N:7]=[CH:8]2)[CH:12]=1. (2) Given the reactants Cl[C:2]1[CH:17]=[CH:16][C:5]2[NH:6][C:7](=[O:15])[O:8][C:9]([CH3:14])([C:10]([F:13])([F:12])[F:11])[C:4]=2[CH:3]=1.[CH3:18][O:19][C:20]1[CH:21]=[C:22](B(O)O)[CH:23]=[CH:24][CH:25]=1.P([O-])([O-])([O-])=O.[K+].[K+].[K+].[Cl-].[NH4+], predict the reaction product. The product is: [CH3:18][O:19][C:20]1[CH:25]=[C:24]([C:2]2[CH:17]=[CH:16][C:5]3[NH:6][C:7](=[O:15])[O:8][C:9]([CH3:14])([C:10]([F:13])([F:12])[F:11])[C:4]=3[CH:3]=2)[CH:23]=[CH:22][CH:21]=1. (3) Given the reactants C(OC([N:8]1[CH2:13][CH2:12][CH:11]([O:14][C:15]2[CH:16]=[N:17][CH:18]=[C:19]([CH:21]3[O:26][C:25]4[CH:27]=[CH:28][CH:29]=[C:30]([C:31]([O:33][CH3:34])=[O:32])[C:24]=4[O:23][CH2:22]3)[CH:20]=2)[CH2:10][CH2:9]1)=O)(C)(C)C.FC(F)(F)C(O)=O, predict the reaction product. The product is: [CH3:34][O:33][C:31]([C:30]1[C:24]2[O:23][CH2:22][CH:21]([C:19]3[CH:18]=[N:17][CH:16]=[C:15]([O:14][CH:11]4[CH2:12][CH2:13][NH:8][CH2:9][CH2:10]4)[CH:20]=3)[O:26][C:25]=2[CH:27]=[CH:28][CH:29]=1)=[O:32]. (4) Given the reactants [Li+].C[Si]([N-][Si](C)(C)C)(C)C.[C:11]([O:15][C:16]([NH:18][C@H:19]1[CH2:23][C@@H:22]([C:24]([O:26][CH3:27])=[O:25])[CH:21]=[CH:20]1)=[O:17])([CH3:14])([CH3:13])[CH3:12].[C:28]([Si:32]([O:35][CH2:36][CH2:37]I)([CH3:34])[CH3:33])([CH3:31])([CH3:30])[CH3:29].Cl, predict the reaction product. The product is: [C:11]([O:15][C:16]([NH:18][C@H:19]1[CH2:23][C@@:22]([CH2:37][CH2:36][O:35][Si:32]([C:28]([CH3:31])([CH3:30])[CH3:29])([CH3:34])[CH3:33])([C:24]([O:26][CH3:27])=[O:25])[CH:21]=[CH:20]1)=[O:17])([CH3:14])([CH3:13])[CH3:12]. (5) The product is: [Br:1][C:2]1[C:11]2[C:10]([CH3:12])([CH3:13])[CH2:9][CH:8]=[C:7]([C:14]([CH3:17])([CH3:15])[CH3:16])[C:6]=2[CH:5]=[C:4]([C:18]([CH3:29])=[C:19]([F:28])[CH:20]=[CH:21][C:22]([CH3:27])=[CH:23][C:24]([OH:26])=[O:25])[C:3]=1[O:30][CH:31]([CH3:33])[CH3:32]. Given the reactants [Br:1][C:2]1[C:11]2[C:10]([CH3:13])([CH3:12])[CH2:9][CH:8]=[C:7]([C:14]([CH3:17])([CH3:16])[CH3:15])[C:6]=2[CH:5]=[C:4]([C:18]([CH3:29])=[C:19]([F:28])[CH:20]=[CH:21][C:22]([CH3:27])=[CH:23][C:24]([O-:26])=[O:25])[C:3]=1[O:30][CH:31]([CH3:33])[CH3:32].[OH-].[Na+], predict the reaction product. (6) Given the reactants [Br:1][C:2]1[CH:3]=[CH:4][C:5]([OH:8])=[N:6][CH:7]=1.Cl[S:10]([OH:13])(=O)=[O:11].[C:14]([NH2:18])([CH3:17])([CH3:16])[CH3:15].C(O)(=O)CC(CC(O)=O)(C(O)=O)O, predict the reaction product. The product is: [Br:1][C:2]1[CH:3]=[C:4]([S:10]([NH:18][C:14]([CH3:17])([CH3:16])[CH3:15])(=[O:13])=[O:11])[C:5]([OH:8])=[N:6][CH:7]=1.